Dataset: Full USPTO retrosynthesis dataset with 1.9M reactions from patents (1976-2016). Task: Predict the reactants needed to synthesize the given product. (1) Given the product [Cl:1][C:2]1[CH:11]=[C:10]2[C:5]([C:6]([C:12]3[CH:17]=[CH:16][CH:15]=[CH:14][CH:13]=3)=[CH:7][C:8]([C:29]#[N:30])=[N:9]2)=[CH:4][CH:3]=1, predict the reactants needed to synthesize it. The reactants are: [Cl:1][C:2]1[CH:11]=[C:10]2[C:5]([C:6]([C:12]3[CH:17]=[CH:16][CH:15]=[CH:14][CH:13]=3)=[CH:7][CH:8]=[N:9]2)=[CH:4][CH:3]=1.C1C=C(Cl)C=C(C(OO)=O)C=1.[CH3:29][N:30](C)C(Cl)=O.C[Si](C#N)(C)C.C([O-])(O)=O.[Na+]. (2) Given the product [Cl:46][C:40]1[CH:41]=[CH:42][CH:43]=[C:44]([F:45])[C:39]=1[CH2:38][S:37][CH2:6][CH2:5][NH:11][C:12]1[C:17]([F:18])=[CH:16][N:15]=[C:14]([NH:19][C:20]2[CH:25]=[CH:24][CH:23]=[C:22]([OH:26])[CH:21]=2)[N:13]=1, predict the reactants needed to synthesize it. The reactants are: C1COC2C=[CH:6][C:5]([NH:11][C:12]3[C:17]([F:18])=[CH:16][N:15]=[C:14]([NH:19][C:20]4[CH:25]=[CH:24][CH:23]=[C:22]([OH:26])[CH:21]=4)[N:13]=3)=CC=2O1.ClC1N=C(NCC[S:37][CH2:38][C:39]2[C:44]([F:45])=[CH:43][CH:42]=[CH:41][C:40]=2[Cl:46])C(F)=CN=1.NC1C=C(O)C=CC=1. (3) Given the product [C@@H:64]1([O:63][C@@H:62]2[C@@H:75]([CH2:77][OH:78])[O:76][C@@H:57]([O:56][C@@H:46]3[C@@H:45]([CH2:79][OH:80])[O:44][C@H:10]([O:11][C@H:12]4[C@H:16]([OH:17])[CH2:15][NH:14][C@@H:13]4[CH2:35][OH:36])[C@H:9]([OH:8])[C@H:47]3[OH:48])[C@H:58]([OH:59])[C@H:60]2[OH:61])[O:72][C@H:71]([CH2:73][OH:74])[C@@H:69]([OH:70])[C@H:67]([OH:68])[C@H:65]1[OH:66], predict the reactants needed to synthesize it. The reactants are: C([O:8][C@@H:9]1[C@@H:47]([O:48]CC2C=CC=CC=2)[C@H:46]([O:56][C@@H:57]2[O:76][C@H:75]([CH2:77][OH:78])[C@@H:62]([O:63][C@@H:64]3[O:72][C@H:71]([CH2:73][OH:74])[C@@H:69]([OH:70])[C@H:67]([OH:68])[C@H:65]3[OH:66])[C@H:60]([OH:61])[C@H:58]2[OH:59])[C@@H:45]([CH2:79][O:80]CC2C=CC=CC=2)[O:44][C@@H:10]1[O:11][C@H:12]1[C@H:16]([O:17]CC2C=CC=CC=2)[CH2:15][N:14](C(OCC2C=CC=CC=2)=O)[C@@H:13]1[CH2:35][O:36]CC1C=CC=CC=1)C1C=CC=CC=1.Cl. (4) The reactants are: C[O:2][C:3]([C:5]1[CH:6]=[C:7]2[C:11](=[CH:12][CH:13]=1)[CH2:10][C@H:9]([NH:14][C:15]([O:17][CH2:18][C:19]1[CH:24]=[CH:23][CH:22]=[CH:21][CH:20]=1)=[O:16])[CH2:8]2)=O.[BH4-].[Li+]. Given the product [OH:2][CH2:3][C:5]1[CH:6]=[C:7]2[C:11](=[CH:12][CH:13]=1)[CH2:10][C@H:9]([NH:14][C:15](=[O:16])[O:17][CH2:18][C:19]1[CH:20]=[CH:21][CH:22]=[CH:23][CH:24]=1)[CH2:8]2, predict the reactants needed to synthesize it.